This data is from Tox21: 12 toxicity assays (nuclear receptors and stress response pathways). The task is: Binary classification across 12 toxicity assays. (1) The compound is Clc1ccc(C(Cl)(Cl)Cl)cn1. It tested positive (active) for: NR-AhR (Aryl hydrocarbon Receptor agonist activity). (2) The compound is CC(C)(C)c1ccc(O)cc1. It tested positive (active) for: SR-MMP (Mitochondrial Membrane Potential disruption). (3) The molecule is Nc1ccc([N+](=O)[O-])cc1O. It tested positive (active) for: NR-AhR (Aryl hydrocarbon Receptor agonist activity), SR-ARE (Antioxidant Response Element (oxidative stress)), and SR-MMP (Mitochondrial Membrane Potential disruption). (4) The drug is O=S(=O)(OC[C@H]1O[C@H](O[C@]2(COS(=O)(=O)O[AlH3](O)O)O[C@H](COS(=O)(=O)O[AlH3](O)O)[C@@H](OS(=O)(=O)O[AlH3](O)O)[C@@H]2OS(=O)(=O)O[AlH3](O)O)[C@H](OS(=O)(=O)O[AlH3](O)O)[C@@H](OS(=O)(=O)O[AlH3](O)O)[C@@H]1OS(=O)(=O)O[AlH3](O)O)O[AlH3](O)O.O[AlH3](O)[AlH3](O)O.O[AlH3](O)[AlH3](O)O.O[AlH3](O)[AlH3](O)O.O[AlH3](O)[AlH3](O)O. It tested positive (active) for: NR-ER (Estrogen Receptor agonist activity), and NR-ER-LBD (Estrogen Receptor Ligand Binding Domain agonist). (5) The compound is Cc1nnc2n1-c1ccc(Cl)cc1C(c1ccccc1)=NC2. It tested positive (active) for: SR-ATAD5 (ATAD5 genotoxicity (DNA damage)). (6) The drug is O=C/C(Cl)=C(/Cl)C(=O)O. It tested positive (active) for: SR-ARE (Antioxidant Response Element (oxidative stress)), SR-ATAD5 (ATAD5 genotoxicity (DNA damage)), and SR-p53 (p53 tumor suppressor activation). (7) The molecule is CCOc1ccc(NC(=S)Nc2ccc(OCC)cc2)cc1. It tested positive (active) for: SR-MMP (Mitochondrial Membrane Potential disruption). (8) The molecule is Nc1cc([N+](=O)[O-])ccc1O. It tested positive (active) for: NR-AhR (Aryl hydrocarbon Receptor agonist activity), SR-ARE (Antioxidant Response Element (oxidative stress)), and SR-MMP (Mitochondrial Membrane Potential disruption). (9) The drug is COC(=O)C1=C(C)NC(C)=C(C(=O)OC)C1c1ccccc1[N+](=O)[O-]. It tested positive (active) for: NR-AhR (Aryl hydrocarbon Receptor agonist activity), and NR-Aromatase (Aromatase enzyme inhibition). (10) The molecule is N[C@@H](Cc1ccc(N(CCCl)CCCl)cc1)C(=O)O. It tested positive (active) for: SR-ATAD5 (ATAD5 genotoxicity (DNA damage)), and SR-p53 (p53 tumor suppressor activation).